Dataset: Catalyst prediction with 721,799 reactions and 888 catalyst types from USPTO. Task: Predict which catalyst facilitates the given reaction. (1) Reactant: [C:1]([C:5]1[CH:6]=[C:7]([CH:11]=[C:12]([C:16]#[N:17])[C:13]=1[O:14][CH3:15])[C:8](O)=[O:9])([CH3:4])([CH3:3])[CH3:2].C1(C)C=CC=CC=1.S(Cl)([Cl:27])=O. Product: [C:1]([C:5]1[CH:6]=[C:7]([CH:11]=[C:12]([C:16]#[N:17])[C:13]=1[O:14][CH3:15])[C:8]([Cl:27])=[O:9])([CH3:4])([CH3:3])[CH3:2]. The catalyst class is: 9. (2) Reactant: [CH3:1][O:2][C:3](=[O:15])[C@H:4]([CH2:13][SH:14])[NH:5][C:6]([O:8][C:9]([CH3:12])([CH3:11])[CH3:10])=[O:7].C(N(CC)CC)C.[CH2:23](Br)[CH:24]=[CH2:25].CCOC(C)=O. Product: [CH3:1][O:2][C:3](=[O:15])[C@@H:4]([NH:5][C:6]([O:8][C:9]([CH3:12])([CH3:10])[CH3:11])=[O:7])[CH2:13][S:14][CH2:25][CH:24]=[CH2:23]. The catalyst class is: 2. (3) Reactant: C[CH:2]([CH2:4][CH2:5][CH2:6][C@H:7]([CH2:9][CH2:10][CH2:11][C@H:12]([CH2:14][CH2:15][CH2:16]/[C:17](=[CH:19]/[CH2:20][OH:21])/C)C)C)[CH3:3].CC([CH2:25][CH2:26][CH2:27][C@H:28]([C@@H:30]1[C@:48]2(C)[C@H:33]([C@H:34]3[C@H:45]([CH2:46][CH2:47]2)[C@]2(C)[C:37]([CH2:38][C@H:39](CC2)[OH:40])=[CH:36][CH2:35]3)[CH2:32][CH2:31]1)C)C. Product: [C:39]([O:21][CH2:20][CH2:19][CH2:17][CH2:16][CH2:15][CH2:14][CH2:12][CH2:11][CH2:10][CH2:9][CH2:7][CH2:6][CH2:5][CH2:4][CH2:2][CH3:3])(=[O:40])[CH2:38][CH2:37][CH2:36][CH2:35][CH2:34][CH2:45][CH2:46][CH2:47][CH2:48][CH2:33][CH2:32][CH2:31][CH2:30][CH2:28][CH2:27][CH2:26][CH3:25]. The catalyst class is: 6. (4) Reactant: [N:1]1([S:11]([C:14]2[CH:15]=[C:16]([N:20]3[C:29](=[O:30])[C:28]4[C:27]([CH:31]=O)=[CH:26][CH:25]=[CH:24][C:23]=4[NH:22][C:21]3=[O:33])[CH:17]=[CH:18][CH:19]=2)(=[O:13])=[O:12])[C:10]2[C:5](=[CH:6][CH:7]=[CH:8][CH:9]=2)[CH2:4][CH2:3][CH2:2]1.Cl.[NH2:35][OH:36]. Product: [N:1]1([S:11]([C:14]2[CH:15]=[C:16]([N:20]3[C:29](=[O:30])[C:28]4[C:27]([CH:31]=[N:35][OH:36])=[CH:26][CH:25]=[CH:24][C:23]=4[NH:22][C:21]3=[O:33])[CH:17]=[CH:18][CH:19]=2)(=[O:12])=[O:13])[C:10]2[C:5](=[CH:6][CH:7]=[CH:8][CH:9]=2)[CH2:4][CH2:3][CH2:2]1. The catalyst class is: 60. (5) Reactant: [OH:1][C:2]1[CH:3]=[CH:4][C:5]([I:12])=[C:6]2[C:11]=1[N:10]=[CH:9][CH:8]=[CH:7]2.N1C=CN=C1.[Si:18](Cl)([C:21]([CH3:24])([CH3:23])[CH3:22])([CH3:20])[CH3:19]. Product: [Si:18]([O:1][C:2]1[CH:3]=[CH:4][C:5]([I:12])=[C:6]2[C:11]=1[N:10]=[CH:9][CH:8]=[CH:7]2)([C:21]([CH3:24])([CH3:23])[CH3:22])([CH3:20])[CH3:19]. The catalyst class is: 2. (6) Reactant: [F:1][C:2]1[CH:7]=[CH:6][C:5]([C:8]2[N:9]=[C:10]3[CH:15]=[N:14][CH:13]=[CH:12][N:11]3[CH:16]=2)=[CH:4][CH:3]=1.[Br:17]N1C(=O)CCC1=O. Product: [Br:17][C:16]1[N:11]2[CH:12]=[CH:13][N:14]=[CH:15][C:10]2=[N:9][C:8]=1[C:5]1[CH:4]=[CH:3][C:2]([F:1])=[CH:7][CH:6]=1. The catalyst class is: 2. (7) Reactant: [CH2:1]([O:8][C@H:9]([CH3:22])[C@H:10]([NH:14][C:15]([O:17][C:18]([CH3:21])([CH3:20])[CH3:19])=[O:16])[C:11]([OH:13])=[O:12])[C:2]1[CH:7]=[CH:6][CH:5]=[CH:4][CH:3]=1.C([O-])([O-])=O.[K+].[K+].[CH2:29](Br)[C:30]1[CH:35]=[CH:34][CH:33]=[CH:32][CH:31]=1. Product: [CH2:1]([O:8][C@H:9]([CH3:22])[C@H:10]([NH:14][C:15]([O:17][C:18]([CH3:21])([CH3:20])[CH3:19])=[O:16])[C:11]([O:13][CH2:29][C:30]1[CH:35]=[CH:34][CH:33]=[CH:32][CH:31]=1)=[O:12])[C:2]1[CH:3]=[CH:4][CH:5]=[CH:6][CH:7]=1. The catalyst class is: 3.